From a dataset of Forward reaction prediction with 1.9M reactions from USPTO patents (1976-2016). Predict the product of the given reaction. (1) Given the reactants C(OC(=O)[NH:7][C@@H:8]1[CH2:12][CH2:11][N:10]([C:13]([C:15]2[C:16]3[CH:30]=[N:29][NH:28][C:17]=3[N:18]=[C:19]([C:21]3[CH:26]=[CH:25][C:24]([OH:27])=[CH:23][CH:22]=3)[CH:20]=2)=[O:14])[CH2:9]1)(C)(C)C.O, predict the reaction product. The product is: [NH2:7][C@@H:8]1[CH2:12][CH2:11][N:10]([C:13]([C:15]2[CH:20]=[C:19]([C:21]3[CH:22]=[CH:23][C:24]([OH:27])=[CH:25][CH:26]=3)[N:18]=[C:17]3[NH:28][N:29]=[CH:30][C:16]=23)=[O:14])[CH2:9]1. (2) Given the reactants [CH3:1][O:2][C:3]1[CH:12]=[CH:11][CH:10]=[C:9]([CH:13]=C)[C:4]=1[C:5]([O:7][CH3:8])=[O:6].[O:15]=[O+][O-], predict the reaction product. The product is: [CH:13]([C:9]1[CH:10]=[CH:11][CH:12]=[C:3]([O:2][CH3:1])[C:4]=1[C:5]([O:7][CH3:8])=[O:6])=[O:15]. (3) Given the reactants C([O:3][C:4](=[O:51])[CH2:5][C:6]1[CH:11]=[CH:10][C:9]([O:12][CH:13]2[CH2:18][CH2:17][N:16]([C:19](=[O:48])[C:20]([C:29]3[C:37]4[C:32](=[CH:33][C:34]([N+:38]([O-:40])=[O:39])=[CH:35][CH:36]=4)[N:31]([CH2:41][C:42]4[CH:47]=[CH:46][CH:45]=[CH:44][CH:43]=4)[CH:30]=3)([O:25][CH2:26][O:27][CH3:28])[C:21]([F:24])([F:23])[F:22])[CH2:15][CH2:14]2)=[C:8]([O:49][CH3:50])[CH:7]=1)C.O1CCCC1.CO.[H-].[Na+], predict the reaction product. The product is: [CH2:41]([N:31]1[C:32]2[C:37](=[CH:36][CH:35]=[C:34]([N+:38]([O-:40])=[O:39])[CH:33]=2)[C:29]([C:20]([O:25][CH2:26][O:27][CH3:28])([C:21]([F:23])([F:24])[F:22])[C:19]([N:16]2[CH2:15][CH2:14][CH:13]([O:12][C:9]3[CH:10]=[CH:11][C:6]([CH2:5][C:4]([OH:51])=[O:3])=[CH:7][C:8]=3[O:49][CH3:50])[CH2:18][CH2:17]2)=[O:48])=[CH:30]1)[C:42]1[CH:47]=[CH:46][CH:45]=[CH:44][CH:43]=1.